This data is from CYP1A2 inhibition data for predicting drug metabolism from PubChem BioAssay. The task is: Regression/Classification. Given a drug SMILES string, predict its absorption, distribution, metabolism, or excretion properties. Task type varies by dataset: regression for continuous measurements (e.g., permeability, clearance, half-life) or binary classification for categorical outcomes (e.g., BBB penetration, CYP inhibition). Dataset: cyp1a2_veith. (1) The compound is O=C(Nc1ccc2ccccc2c1)c1onc2c1CCCC2. The result is 1 (inhibitor). (2) The molecule is COc1ccc(NC(=O)N2CCC3(CC2)CCN(C(=O)c2cccc(F)c2)CC3)cc1. The result is 0 (non-inhibitor). (3) The molecule is COCC(=O)N1CCC2(CCCN(C(c3ccccc3)c3ccccc3)C2)CC1. The result is 0 (non-inhibitor). (4) The drug is COc1ccccc1C1=NOC(COC(=O)c2ccc3ccccc3n2)C1. The result is 1 (inhibitor).